This data is from Forward reaction prediction with 1.9M reactions from USPTO patents (1976-2016). The task is: Predict the product of the given reaction. (1) Given the reactants [CH3:1][O:2][C:3](=[O:10])[CH:4]=[CH:5][CH:6]=[CH:7][CH2:8]Br.[CH3:11][O:12][C:13]1[CH:18]=[CH:17][C:16]([SH:19])=[CH:15][CH:14]=1.C(N(CC)CC)C, predict the reaction product. The product is: [CH3:1][O:2][C:3](=[O:10])[CH:4]=[CH:5][CH:6]=[CH:7][CH2:8][S:19][C:16]1[CH:17]=[CH:18][C:13]([O:12][CH3:11])=[CH:14][CH:15]=1. (2) Given the reactants [C:1]([C:3]1[CH:4]=[CH:5][C:6]2[N:12]3[C:13]([C:16]([F:19])([F:18])[F:17])=[N:14][N:15]=[C:11]3[C@@H:10]([CH2:20][C:21]([N:23]3[CH2:28][CH2:27][CH:26]([CH2:29][C:30]([O:32]C(C)(C)C)=[O:31])[CH2:25][CH2:24]3)=[O:22])[O:9][C@H:8]([C:37]3[CH:42]=[CH:41][CH:40]=[C:39]([O:43][CH3:44])[C:38]=3[O:45][CH3:46])[C:7]=2[CH:47]=1)#[N:2].FC(F)(F)C(O)=O.O1CCOCC1, predict the reaction product. The product is: [C:1]([C:3]1[CH:4]=[CH:5][C:6]2[N:12]3[C:13]([C:16]([F:19])([F:18])[F:17])=[N:14][N:15]=[C:11]3[C@@H:10]([CH2:20][C:21]([N:23]3[CH2:24][CH2:25][CH:26]([CH2:29][C:30]([OH:32])=[O:31])[CH2:27][CH2:28]3)=[O:22])[O:9][C@H:8]([C:37]3[CH:42]=[CH:41][CH:40]=[C:39]([O:43][CH3:44])[C:38]=3[O:45][CH3:46])[C:7]=2[CH:47]=1)#[N:2]. (3) The product is: [CH2:1]([N:8]1[C@@H:13]2[C@:14]([F:27])([C:16]3[N:17]=[N:18][N:19]([CH3:51])[N:20]=3)[CH2:15][C@@:9]1([C:44]1[CH:45]=[CH:46][CH:47]=[CH:48][CH:49]=1)[C@H:10]([O:28][CH2:29][C:30]1[CH:35]=[C:34]([C:36]([F:38])([F:39])[F:37])[CH:33]=[C:32]([C:40]([F:42])([F:43])[F:41])[CH:31]=1)[CH2:11][CH2:12]2)[C:2]1[CH:3]=[CH:4][CH:5]=[CH:6][CH:7]=1. Given the reactants [CH2:1]([N:8]1[C@@H:13]2[C@:14]([F:27])([C:16]3[N:20](COCCOC)[N:19]=[N:18][N:17]=3)[CH2:15][C@@:9]1([C:44]1[CH:49]=[CH:48][CH:47]=[CH:46][CH:45]=1)[C@H:10]([O:28][CH2:29][C:30]1[CH:35]=[C:34]([C:36]([F:39])([F:38])[F:37])[CH:33]=[C:32]([C:40]([F:43])([F:42])[F:41])[CH:31]=1)[CH2:11][CH2:12]2)[C:2]1[CH:7]=[CH:6][CH:5]=[CH:4][CH:3]=1.Cl.[C:51]1(P(C2C=CC=CC=2)C2C=CC=CC=2)C=CC=CC=1.N(C(OCC)=O)=NC(OCC)=O, predict the reaction product. (4) Given the reactants I[C:2]1[C:3](=[O:9])[NH:4][C:5](=[O:8])[NH:6][CH:7]=1.CCN(C(C)C)C(C)C.[CH:19]#[C:20][CH2:21][CH2:22][CH2:23][CH2:24][CH2:25][CH3:26].C(N(CC)CC)C, predict the reaction product. The product is: [CH2:21]([C:20]1[O:9][C:3]2=[N:4][C:5](=[O:8])[NH:6][CH:7]=[C:2]2[CH:19]=1)[CH2:22][CH2:23][CH2:24][CH2:25][CH3:26]. (5) Given the reactants Cl.C(N=C=NCCCN(C)C)C.[CH3:13][N:14]1[C:19](=[O:20])[CH:18]=[CH:17][C:16]([N:21]2[CH2:26][CH2:25][CH:24]([C:27]([OH:29])=O)[CH2:23][CH2:22]2)=[N:15]1.[C:30]([O:34][C:35](=[O:43])[NH:36][CH2:37][CH2:38][NH:39][CH2:40][CH:41]=[CH2:42])([CH3:33])([CH3:32])[CH3:31].S([O-])(O)(=O)=O.[K+], predict the reaction product. The product is: [C:30]([O:34][C:35](=[O:43])[NH:36][CH2:37][CH2:38][N:39]([CH2:40][CH:41]=[CH2:42])[C:27]([CH:24]1[CH2:23][CH2:22][N:21]([C:16]2[CH:17]=[CH:18][C:19](=[O:20])[N:14]([CH3:13])[N:15]=2)[CH2:26][CH2:25]1)=[O:29])([CH3:33])([CH3:32])[CH3:31]. (6) Given the reactants C[O:2][C:3]([C:5]1[CH:10]=[CH:9][C:8](=[O:11])[N:7]([CH2:12][C:13]2[CH:18]=[CH:17][CH:16]=[CH:15][CH:14]=2)[C:6]=1[CH2:19][N:20]([CH2:31][C:32]([O:34][CH3:35])=[O:33])S(C1C=CC(C)=CC=1)(=O)=O)=O.C[O-].[Na+].[NH4+].[Cl-].Cl, predict the reaction product. The product is: [CH3:35][O:34][C:32]([C:31]1[C:3]([OH:2])=[C:5]2[C:6](=[CH:19][N:20]=1)[N:7]([CH2:12][C:13]1[CH:18]=[CH:17][CH:16]=[CH:15][CH:14]=1)[C:8](=[O:11])[CH:9]=[CH:10]2)=[O:33].